This data is from Reaction yield outcomes from USPTO patents with 853,638 reactions. The task is: Predict the reaction yield, written as a fraction of the theoretical maximum amount of product (1.0 means a 100% yield; for example, 0.34 means a 34% yield). (1) The reactants are [CH3:1][C:2]1[C:9]([C:10]2[S:11][C:12]([C:21]([NH2:23])=O)=[C:13]([C:15]3[CH:20]=[CH:19][CH:18]=[CH:17][CH:16]=3)[N:14]=2)=[C:5]2[S:6][CH:7]=[CH:8][N:4]2[N:3]=1.CC[N+](S(N=C(OC)[O-])(=O)=O)(CC)CC.C(OCC)(=O)C.C(=O)(O)[O-].[Na+]. The catalyst is O1CCCC1. The product is [CH3:1][C:2]1[C:9]([C:10]2[S:11][C:12]([C:21]#[N:23])=[C:13]([C:15]3[CH:20]=[CH:19][CH:18]=[CH:17][CH:16]=3)[N:14]=2)=[C:5]2[S:6][CH:7]=[CH:8][N:4]2[N:3]=1. The yield is 0.420. (2) The product is [OH:28][C@@H:20]1[CH2:21][CH2:22][C@@:23]2([CH3:24])[C@@H:18]([CH2:17][CH2:16][C@@H:15]3[C@@H:25]2[CH2:26][CH2:27][C@@:10]2([CH3:11])[C@H:12]3[CH2:13][CH2:14][C:9]2=[S:8])[CH2:19]1. The yield is 0.480. The reactants are C([S:8][C:9]1(SCC2C=CC=CC=2)[CH2:14][CH2:13][C@H:12]2[C@H:15]3[C@H:25]([CH2:26][CH2:27][C@:10]12[CH3:11])[C@:23]1([CH3:24])[C@H:18]([CH2:19][C@H:20]([OH:28])[CH2:21][CH2:22]1)[CH2:17][CH2:16]3)C1C=CC=CC=1.N. The catalyst is C1COCC1.CCOCC.